This data is from Forward reaction prediction with 1.9M reactions from USPTO patents (1976-2016). The task is: Predict the product of the given reaction. Given the reactants [F:1][C:2]1[CH:3]=[C:4]2[C:8](=[CH:9][CH:10]=1)[NH:7][CH:6]=[C:5]2[CH2:11][CH2:12][CH2:13][NH:14][CH:15]1[CH2:24][C:23]2[C:18](=[CH:19][CH:20]=[CH:21][C:22]=2[O:25][CH3:26])[O:17][CH2:16]1.[C:27]1(=O)[CH2:30][CH2:29][CH2:28]1.C(O)(=O)C.C([BH3-])#N.[Na+], predict the reaction product. The product is: [CH:27]1([N:14]([CH2:13][CH2:12][CH2:11][C:5]2[C:4]3[C:8](=[CH:9][CH:10]=[C:2]([F:1])[CH:3]=3)[NH:7][CH:6]=2)[CH:15]2[CH2:24][C:23]3[C:18](=[CH:19][CH:20]=[CH:21][C:22]=3[O:25][CH3:26])[O:17][CH2:16]2)[CH2:30][CH2:29][CH2:28]1.